This data is from Forward reaction prediction with 1.9M reactions from USPTO patents (1976-2016). The task is: Predict the product of the given reaction. (1) Given the reactants [CH2:1]([C:5]1[N:10]=[C:9]([C:11]2[CH:15]=[C:14]([NH:16][C:17](=[O:24])[CH2:18][C:19](OCC)=[O:20])[NH:13][N:12]=2)[C:8]([CH3:25])=[N:7][CH:6]=1)[CH:2]([CH3:4])[CH3:3].C(N(CC)CC)C.O.Cl, predict the reaction product. The product is: [CH2:1]([C:5]1[N:10]=[C:9]([C:11]2[CH:15]=[C:14]3[N:16]=[C:17]([OH:24])[CH:18]=[C:19]([OH:20])[N:13]3[N:12]=2)[C:8]([CH3:25])=[N:7][CH:6]=1)[CH:2]([CH3:4])[CH3:3]. (2) Given the reactants [OH:1][NH:2][C:3]([CH2:5][CH:6]([N:21]1[C:29](=[O:30])[C:28]2[C:23](=[CH:24][CH:25]=[CH:26][C:27]=2[NH:31][C:32](=[O:34])[CH3:33])[C:22]1=[O:35])[C:7]1[CH:12]=[CH:11][C:10]([O:13][CH3:14])=[C:9]([O:15][CH:16]2[CH2:20][CH2:19][CH2:18][CH2:17]2)[CH:8]=1)=[O:4].[C:36](OC(=O)C)(=[O:38])[CH3:37], predict the reaction product. The product is: [C:36]([O:1][NH:2][C:3](=[O:4])[CH2:5][CH:6]([N:21]1[C:29](=[O:30])[C:28]2[C:23](=[CH:24][CH:25]=[CH:26][C:27]=2[NH:31][C:32](=[O:34])[CH3:33])[C:22]1=[O:35])[C:7]1[CH:12]=[CH:11][C:10]([O:13][CH3:14])=[C:9]([O:15][CH:16]2[CH2:20][CH2:19][CH2:18][CH2:17]2)[CH:8]=1)(=[O:38])[CH3:37]. (3) Given the reactants [CH3:1][C:2]1[N:3]=[C:4]([C:7]2([N:13]([C:17]3[CH:22]=[CH:21][CH:20]=[CH:19][CH:18]=3)[C:14](=[O:16])[CH3:15])[CH2:12][CH2:11][NH:10][CH2:9][CH2:8]2)[S:5][CH:6]=1.[N:23]1([C:28]2[CH:35]=[CH:34][C:31]([CH:32]=O)=[CH:30][CH:29]=2)[CH:27]=[CH:26][N:25]=[CH:24]1.C(O[BH-](OC(=O)C)OC(=O)C)(=O)C.[Na+].C(OCC)(=O)C, predict the reaction product. The product is: [N:23]1([C:28]2[CH:35]=[CH:34][C:31]([CH2:32][N:10]3[CH2:11][CH2:12][C:7]([N:13]([C:17]4[CH:18]=[CH:19][CH:20]=[CH:21][CH:22]=4)[C:14](=[O:16])[CH3:15])([C:4]4[S:5][CH:6]=[C:2]([CH3:1])[N:3]=4)[CH2:8][CH2:9]3)=[CH:30][CH:29]=2)[CH:27]=[CH:26][N:25]=[CH:24]1.